Task: Regression. Given a peptide amino acid sequence and an MHC pseudo amino acid sequence, predict their binding affinity value. This is MHC class I binding data.. Dataset: Peptide-MHC class I binding affinity with 185,985 pairs from IEDB/IMGT (1) The peptide sequence is YLYDETQDV. The MHC is HLA-C06:02 with pseudo-sequence HLA-C06:02. The binding affinity (normalized) is 0.657. (2) The peptide sequence is GMFTNRSGSQ. The MHC is HLA-A68:02 with pseudo-sequence HLA-A68:02. The binding affinity (normalized) is 0. (3) The peptide sequence is LLVDLLWLL. The MHC is HLA-B53:01 with pseudo-sequence HLA-B53:01. The binding affinity (normalized) is 0.103. (4) The peptide sequence is YGLGSTPLY. The MHC is HLA-A31:01 with pseudo-sequence HLA-A31:01. The binding affinity (normalized) is 0.0847. (5) The peptide sequence is KLNWASQIY. The MHC is HLA-B40:02 with pseudo-sequence HLA-B40:02. The binding affinity (normalized) is 0.